This data is from Forward reaction prediction with 1.9M reactions from USPTO patents (1976-2016). The task is: Predict the product of the given reaction. (1) Given the reactants [CH3:1][C:2]1[CH:3]=[C:4]([SH:8])[CH:5]=[CH:6][CH:7]=1.[H-].[Na+].[CH3:11]N(C=O)C, predict the reaction product. The product is: [CH3:11][S:8][C:4]1[CH:3]=[C:2]([CH3:1])[CH:7]=[CH:6][CH:5]=1. (2) Given the reactants [CH:1]1([C:4]([N:6]2[CH2:10][CH2:9][C@@H:8]([CH2:11][NH:12][C:13]3[CH:18]=[CH:17][N:16]=[CH:15][C:14]=3[NH2:19])[CH2:7]2)=[O:5])[CH2:3][CH2:2]1.[NH:20]1[C:28]2[C:23](=[CH:24][CH:25]=[C:26]([C:29]3[CH:36]=[CH:35][C:32]([CH:33]=O)=[CH:31][CH:30]=3)[CH:27]=2)[CH:22]=[N:21]1, predict the reaction product. The product is: [CH:1]1([C:4]([N:6]2[CH2:10][CH2:9][C@@H:8]([CH2:11][N:12]3[C:13]4[CH:18]=[CH:17][N:16]=[CH:15][C:14]=4[N:19]=[C:33]3[C:32]3[CH:31]=[CH:30][C:29]([C:26]4[CH:27]=[C:28]5[C:23]([CH:22]=[N:21][NH:20]5)=[CH:24][CH:25]=4)=[CH:36][CH:35]=3)[CH2:7]2)=[O:5])[CH2:3][CH2:2]1. (3) Given the reactants [C:1]([O:5][C:6](=[O:22])[NH:7][C:8]1[CH:13]=[C:12]([O:14][CH2:15][CH3:16])[C:11]([C:17]([F:20])([F:19])[F:18])=[CH:10][C:9]=1[NH2:21])([CH3:4])([CH3:3])[CH3:2].C([O:27][C:28](=O)[CH2:29][C:30]([C:32]1[CH:37]=[CH:36][CH:35]=[C:34]([C:38]2[CH:39]=[N:40][C:41]([CH2:45][CH3:46])=[CH:42][C:43]=2[CH3:44])[CH:33]=1)=[O:31])(C)(C)C, predict the reaction product. The product is: [C:1]([O:5][C:6](=[O:22])[NH:7][C:8]1[CH:13]=[C:12]([O:14][CH2:15][CH3:16])[C:11]([C:17]([F:20])([F:19])[F:18])=[CH:10][C:9]=1[NH:21][C:28](=[O:27])[CH2:29][C:30]([C:32]1[CH:37]=[CH:36][CH:35]=[C:34]([C:38]2[CH:39]=[N:40][C:41]([CH2:45][CH3:46])=[CH:42][C:43]=2[CH3:44])[CH:33]=1)=[O:31])([CH3:2])([CH3:3])[CH3:4]. (4) The product is: [CH3:16][NH:17][CH2:6][CH2:7][C:8]#[C:9][C:10]1[CH:15]=[CH:14][CH:13]=[CH:12][N:11]=1. Given the reactants CS(O[CH2:6][CH2:7][C:8]#[C:9][C:10]1[CH:15]=[CH:14][CH:13]=[CH:12][N:11]=1)(=O)=O.[CH3:16][NH2:17], predict the reaction product. (5) The product is: [CH2:1]([O:3][C:4](=[O:18])[NH:5][C:6]1[C:7]([C:24]#[C:23][Si:20]([CH3:22])([CH3:21])[CH3:19])=[CH:8][CH:9]=[CH:10][C:11]=1[O:12][C:13]([F:16])([F:15])[F:14])[CH3:2]. Given the reactants [CH2:1]([O:3][C:4](=[O:18])[NH:5][C:6]1[C:11]([O:12][C:13]([F:16])([F:15])[F:14])=[CH:10][CH:9]=[CH:8][C:7]=1I)[CH3:2].[CH3:19][Si:20]([C:23]#[CH:24])([CH3:22])[CH3:21], predict the reaction product. (6) Given the reactants [O:1]=[S:2]1(=[O:36])[CH2:7][CH2:6][N:5]([CH2:8][C:9]2[CH:14]=[CH:13][C:12]([NH:15][C:16]([C:18]3[CH:23]=[CH:22][C:21]([C:24]4[CH:29]=[C:28]([NH2:30])[CH:27]=[CH:26][C:25]=4[O:31][C:32]([F:35])([F:34])[F:33])=[CH:20][CH:19]=3)=[O:17])=[CH:11][CH:10]=2)[CH2:4][CH2:3]1.CN1CCOCC1.[CH:44]1([C:47](Cl)=[O:48])[CH2:46][CH2:45]1, predict the reaction product. The product is: [O:36]=[S:2]1(=[O:1])[CH2:7][CH2:6][N:5]([CH2:8][C:9]2[CH:10]=[CH:11][C:12]([NH:15][C:16]([C:18]3[CH:23]=[CH:22][C:21]([C:24]4[CH:29]=[C:28]([NH:30][C:47]([CH:44]5[CH2:46][CH2:45]5)=[O:48])[CH:27]=[CH:26][C:25]=4[O:31][C:32]([F:35])([F:33])[F:34])=[CH:20][CH:19]=3)=[O:17])=[CH:13][CH:14]=2)[CH2:4][CH2:3]1. (7) Given the reactants [CH:1]1[C:13]2[NH:12][C:11]3[C:6](=[CH:7][CH:8]=[CH:9][CH:10]=3)[C:5]=2[CH:4]=[CH:3][CH:2]=1.[I:14]I.OS(O)(=O)=O.[OH-].[Na+], predict the reaction product. The product is: [I:14][C:3]1[CH:2]=[CH:1][C:13]2[NH:12][C:11]3[C:6]([C:5]=2[CH:4]=1)=[CH:7][CH:8]=[CH:9][CH:10]=3. (8) Given the reactants ClC1C=C(NC2[C:19]3[C:14](=[CH:15][CH:16]=[C:17]([NH:20][CH2:21][C:22]4[NH:26]C=N[CH:23]=4)[CH:18]=3)N=CC=2C#N)C=CC=1F.[NH2:29][C:30]1[CH:31]=[C:32]2[C:37](=[C:38]([Cl:40])[CH:39]=1)[N:36]=[CH:35][C:34]([C:41]#[N:42])=[C:33]2[NH:43][C:44]1[CH:49]=[CH:48][C:47]([F:50])=[C:46]([Cl:51])[CH:45]=1.[BH3-]C#[N:54].[Na+], predict the reaction product. The product is: [Cl:40][C:38]1[CH:39]=[C:30]([NH:29][CH2:23][C:22]2[N:26]=[N:54][N:20]([C:17]3[CH:18]=[CH:19][CH:14]=[CH:15][CH:16]=3)[CH:21]=2)[CH:31]=[C:32]2[C:37]=1[N:36]=[CH:35][C:34]([C:41]#[N:42])=[C:33]2[NH:43][C:44]1[CH:49]=[CH:48][C:47]([F:50])=[C:46]([Cl:51])[CH:45]=1. (9) Given the reactants C([O:4][C:5]([C:7]1[C:8]([O:15][CH2:16][CH:17]2[CH2:24][CH2:23][C:20]3([CH2:22][CH2:21]3)[CH2:19][CH2:18]2)=[N:9][C:10]([C:13]#[N:14])=[N:11][CH:12]=1)=[O:6])C=C.N1CCOCC1, predict the reaction product. The product is: [C:13]([C:10]1[N:9]=[C:8]([O:15][CH2:16][CH:17]2[CH2:24][CH2:23][C:20]3([CH2:22][CH2:21]3)[CH2:19][CH2:18]2)[C:7]([C:5]([OH:6])=[O:4])=[CH:12][N:11]=1)#[N:14]. (10) Given the reactants [Cl:1][C:2]1[CH:7]=[C:6]([Cl:8])[CH:5]=[CH:4][C:3]=1[C:9]1[N:10]=[C:11](/[CH:16]=[CH:17]/[C:18]2[CH:23]=[CH:22][C:21]([C:24]3[CH:29]=[CH:28][C:27]([OH:30])=[CH:26][CH:25]=3)=[CH:20][CH:19]=2)[N:12]([CH2:14][CH3:15])[CH:13]=1.Br[CH2:32][CH2:33][CH2:34][CH2:35][CH2:36][C:37]([O:39]CC)=[O:38], predict the reaction product. The product is: [Cl:1][C:2]1[CH:7]=[C:6]([Cl:8])[CH:5]=[CH:4][C:3]=1[C:9]1[N:10]=[C:11](/[CH:16]=[CH:17]/[C:18]2[CH:23]=[CH:22][C:21]([C:24]3[CH:25]=[CH:26][C:27]([O:30][CH2:32][CH2:33][CH2:34][CH2:35][CH2:36][C:37]([OH:39])=[O:38])=[CH:28][CH:29]=3)=[CH:20][CH:19]=2)[N:12]([CH2:14][CH3:15])[CH:13]=1.